From a dataset of Full USPTO retrosynthesis dataset with 1.9M reactions from patents (1976-2016). Predict the reactants needed to synthesize the given product. (1) Given the product [CH2:31]([O:30][CH:5]([CH2:6][C:7]1[CH:12]=[CH:11][C:10]([O:13][CH2:14][CH2:15][C:16]2[N:17]=[C:18]([C:21]3[CH:26]=[CH:25][C:24]([O:27][CH3:28])=[CH:23][CH:22]=3)[S:19][CH:20]=2)=[CH:9][C:8]=1[CH3:29])[C:4]([OH:33])=[O:3])[CH3:32], predict the reactants needed to synthesize it. The reactants are: C([O:3][C:4](=[O:33])[CH:5]([O:30][CH2:31][CH3:32])[CH2:6][C:7]1[CH:12]=[CH:11][C:10]([O:13][CH2:14][CH2:15][C:16]2[N:17]=[C:18]([C:21]3[CH:26]=[CH:25][C:24]([O:27][CH3:28])=[CH:23][CH:22]=3)[S:19][CH:20]=2)=[CH:9][C:8]=1[CH3:29])C.[Li+].[OH-]. (2) Given the product [CH2:11]([C:52]1[CH:51]=[CH:50][C:49]([N:55]2[S:59](=[O:60])(=[O:61])[N:58]([CH2:62][CH2:63][Si:64]([CH3:66])([CH3:67])[CH3:65])[C:57](=[O:68])[CH2:56]2)=[C:48]([O:47][CH2:40][C:41]2[CH:46]=[CH:45][CH:44]=[CH:43][CH:42]=2)[CH:53]=1)[C:12]1[CH:17]=[CH:16][CH:15]=[CH:14][CH:13]=1, predict the reactants needed to synthesize it. The reactants are: BrCCBr.C[Si](Cl)(C)C.I[CH2:11][C:12]1[CH:17]=[CH:16][CH:15]=[CH:14][CH:13]=1.CC1C=CC=CC=1P(C1C=CC=CC=1C)C1C=CC=CC=1C.[CH2:40]([O:47][C:48]1[CH:53]=[C:52](I)[CH:51]=[CH:50][C:49]=1[N:55]1[S:59](=[O:61])(=[O:60])[N:58]([CH2:62][CH2:63][Si:64]([CH3:67])([CH3:66])[CH3:65])[C:57](=[O:68])[CH2:56]1)[C:41]1[CH:46]=[CH:45][CH:44]=[CH:43][CH:42]=1. (3) Given the product [CH3:10][O:9][C:7]1[CH:6]=[C:5]([CH:4]=[C:3]([O:2][CH3:1])[CH:8]=1)[CH2:11][CH2:12][C:13]1[N:14]=[C:15]2[CH:21]=[C:20]([C:22]3[CH:27]=[CH:26][N:25]=[C:24]([C:28]([N:32]([CH3:33])[CH3:31])=[O:29])[CH:23]=3)[NH:19][C:16]2=[N:17][CH:18]=1, predict the reactants needed to synthesize it. The reactants are: [CH3:1][O:2][C:3]1[CH:4]=[C:5]([CH2:11][CH2:12][C:13]2[N:14]=[C:15]3[CH:21]=[C:20]([C:22]4[CH:27]=[CH:26][N:25]=[C:24]([C:28](O)=[O:29])[CH:23]=4)[NH:19][C:16]3=[N:17][CH:18]=2)[CH:6]=[C:7]([O:9][CH3:10])[CH:8]=1.[CH3:31][NH:32][CH3:33]. (4) Given the product [C:1]([C:5]1[CH:6]=[C:7]([C:16]2[CH:17]=[C:18]([C:23]3[CH:24]=[CH:25][C:26]([O:35][CH2:41][CH2:42][CH2:43][CH2:44][O:45][Si:46]([C:49]([CH3:52])([CH3:51])[CH3:50])([CH3:48])[CH3:47])([C:29]([O:31][CH2:32][CH3:33])=[O:30])[CH2:27][CH:28]=3)[CH:19]=[CH:20][CH:21]=2)[CH:8]=[CH:9][C:10]=1[N:11]([CH2:14][CH3:15])[CH2:12][CH3:13])([CH3:2])([CH3:4])[CH3:3], predict the reactants needed to synthesize it. The reactants are: [C:1]([C:5]1[CH:6]=[C:7]([C:16]2[CH:17]=[C:18]([C:23]3[CH:28]=[CH:27][C:26]([C:29]([O:31][CH2:32][CH3:33])=[O:30])=[CH:25][CH:24]=3)[CH:19]=[CH:20][C:21]=2O)[CH:8]=[CH:9][C:10]=1[N:11]([CH2:14][CH3:15])[CH2:12][CH3:13])([CH3:4])([CH3:3])[CH3:2].C(=O)([O-])[O-:35].[Cs+].[Cs+].Br[CH2:41][CH2:42][CH2:43][CH2:44][O:45][Si:46]([C:49]([CH3:52])([CH3:51])[CH3:50])([CH3:48])[CH3:47]. (5) Given the product [F:1][C:2]1[CH:3]=[C:4]([CH:9]=[C:10]([C:23]2[CH:31]=[C:30]3[C:26]([C:27]([C:32]4[CH:37]=[CH:36][C:35]([F:38])=[CH:34][CH:33]=4)=[N:28][NH:29]3)=[CH:25][CH:24]=2)[C:11]=1[CH3:12])[C:5]([OH:7])=[O:6], predict the reactants needed to synthesize it. The reactants are: [F:1][C:2]1[CH:3]=[C:4]([CH:9]=[C:10](B2OC(C)(C)C(C)(C)O2)[C:11]=1[CH3:12])[C:5]([O:7]C)=[O:6].Br[C:23]1[CH:31]=[C:30]2[C:26]([C:27]([C:32]3[CH:37]=[CH:36][C:35]([F:38])=[CH:34][CH:33]=3)=[N:28][NH:29]2)=[CH:25][CH:24]=1.C(=O)([O-])O.[Na+]. (6) Given the product [Cl:29][C:30]1[CH:31]=[C:32]2[C:36](=[CH:37][CH:38]=1)[NH:35][C:34]([C:48]([O:50][CH2:51][CH3:52])=[O:49])=[C:33]2[S:53]([N:7]1[CH2:6][CH2:5][S:25][CH2:4][CH2:8]1)(=[O:54])=[O:55], predict the reactants needed to synthesize it. The reactants are: BrC1C=[C:4]2[C:8](=CC=1)[N:7](S(C1C=CC=CC=1)(=O)=O)[C:6](C(OCC)=O)=[C:5]2[S:25](Cl)(=O)=O.[Cl:29][C:30]1[CH:31]=[C:32]2[C:36](=[CH:37][CH:38]=1)[N:35](S(C1C=CC=CC=1)(=O)=O)[C:34]([C:48]([O:50][CH2:51][CH3:52])=[O:49])=[C:33]2[S:53](Cl)(=[O:55])=[O:54].N1CCOCC1.N1CCSCC1. (7) Given the product [OH:3][C@@H:15]1[C:14](=[O:13])[CH:19]=[CH:18][C@@H:17]([O:20][CH2:21][C:22]2[CH:27]=[CH:26][C:25]([O:28][CH3:29])=[CH:24][CH:23]=2)[CH2:16]1, predict the reactants needed to synthesize it. The reactants are: CC1(C)O[O:3]1.C([Si]([O:13][C:14]1[CH:19]=[CH:18][C@@H:17]([O:20][CH2:21][C:22]2[CH:27]=[CH:26][C:25]([O:28][CH3:29])=[CH:24][CH:23]=2)[CH2:16][CH:15]=1)(C)C)(C)(C)C. (8) Given the product [C:12]([C:16]1[CH:21]=[CH:20][CH:19]=[CH:18][C:17]=1[O:22][CH2:9][CH2:8][NH:7][C:6](=[O:11])[O:5][C:1]([CH3:4])([CH3:3])[CH3:2])([CH3:15])([CH3:13])[CH3:14], predict the reactants needed to synthesize it. The reactants are: [C:1]([O:5][C:6](=[O:11])[NH:7][CH2:8][CH2:9]Cl)([CH3:4])([CH3:3])[CH3:2].[C:12]([C:16]1[CH:21]=[CH:20][CH:19]=[CH:18][C:17]=1[OH:22])([CH3:15])([CH3:14])[CH3:13].C([O-])([O-])=O.[Cs+].[Cs+].CN(C=O)C. (9) Given the product [Cl:1][C:2]1[CH:3]=[CH:4][C:5]2[N:11]3[C:12]([C:15]([F:18])([F:17])[F:16])=[N:13][N:14]=[C:10]3[C@@H:9]([CH2:19][C:20]([OH:22])=[O:21])[O:8][C@H:7]([C:25]3[CH:30]=[CH:29][CH:28]=[C:27]([O:31][CH3:32])[C:26]=3[O:33][CH2:34][CH3:35])[C:6]=2[CH:36]=1, predict the reactants needed to synthesize it. The reactants are: [Cl:1][C:2]1[CH:3]=[CH:4][C:5]2[N:11]3[C:12]([C:15]([F:18])([F:17])[F:16])=[N:13][N:14]=[C:10]3[C@@H:9]([CH2:19][C:20]([O:22]CC)=[O:21])[O:8][C@H:7]([C:25]3[CH:30]=[CH:29][CH:28]=[C:27]([O:31][CH3:32])[C:26]=3[O:33][CH2:34][CH3:35])[C:6]=2[CH:36]=1.Cl. (10) Given the product [C:23]([O:22][C:20]([NH:18][N:19]=[C:2]1[CH2:7][CH2:6][N:5]([C:8]([O:10][CH2:11][C:12]2[CH:17]=[CH:16][CH:15]=[CH:14][CH:13]=2)=[O:9])[CH2:4][CH2:3]1)=[O:21])([CH3:26])([CH3:25])[CH3:24], predict the reactants needed to synthesize it. The reactants are: O=[C:2]1[CH2:7][CH2:6][N:5]([C:8]([O:10][CH2:11][C:12]2[CH:17]=[CH:16][CH:15]=[CH:14][CH:13]=2)=[O:9])[CH2:4][CH2:3]1.[NH:18]([C:20]([O:22][C:23]([CH3:26])([CH3:25])[CH3:24])=[O:21])[NH2:19].